This data is from Full USPTO retrosynthesis dataset with 1.9M reactions from patents (1976-2016). The task is: Predict the reactants needed to synthesize the given product. (1) Given the product [CH2:26]([N:10]1[C:9]2[N:8]=[C:7]([CH2:6][C:5]3[CH:4]=[CH:3][C:2]([NH:1][S:40]([C:37]4[CH:38]=[CH:39][C:34]([CH2:32][CH3:33])=[CH:35][CH:36]=4)(=[O:42])=[O:41])=[CH:31][CH:30]=3)[NH:15][C:14]=2[C:13](=[O:16])[N:12]([CH2:17][C:18]2[CH:23]=[CH:22][CH:21]=[CH:20][C:19]=2[F:24])[C:11]1=[O:25])[CH2:27][CH2:28][CH3:29], predict the reactants needed to synthesize it. The reactants are: [NH2:1][C:2]1[CH:31]=[CH:30][C:5]([CH2:6][C:7]2[NH:15][C:14]3[C:13](=[O:16])[N:12]([CH2:17][C:18]4[CH:23]=[CH:22][CH:21]=[CH:20][C:19]=4[F:24])[C:11](=[O:25])[N:10]([CH2:26][CH2:27][CH2:28][CH3:29])[C:9]=3[N:8]=2)=[CH:4][CH:3]=1.[CH2:32]([C:34]1[CH:39]=[CH:38][C:37]([S:40](Cl)(=[O:42])=[O:41])=[CH:36][CH:35]=1)[CH3:33]. (2) The reactants are: COC1C=C(OC)C=CC=1C[N:6]1[C:11](=[O:12])[C:10]2[CH:13]=[C:14]([CH2:16][CH3:17])[S:15][C:9]=2[NH:8][C:7]1=[O:18].O[CH2:26][C:27]1[CH:32]=[CH:31][C:30]([C:33]2[C:34]([C:40]#[N:41])=[CH:35][CH:36]=[C:37]([CH3:39])[CH:38]=2)=[CH:29][CH:28]=1.N(C(N1CCCCC1)=O)=NC(N1CCCCC1)=O.C(P(CCCC)CCCC)CCC. Given the product [CH2:16]([C:14]1[S:15][C:9]2[N:8]([CH2:26][C:27]3[CH:32]=[CH:31][C:30]([C:33]4[C:34]([C:40]#[N:41])=[CH:35][CH:36]=[C:37]([CH3:39])[CH:38]=4)=[CH:29][CH:28]=3)[C:7](=[O:18])[NH:6][C:11](=[O:12])[C:10]=2[CH:13]=1)[CH3:17], predict the reactants needed to synthesize it. (3) Given the product [C:29]([O:33][C:34]([N:36]1[CH2:11][CH2:10][N:9]([CH2:12][C:13]2[CH:14]=[CH:15][C:16]([C@@H:19]3[O:28][C:23]4=[N:24][CH:25]=[CH:26][CH:27]=[C:22]4[O:21][CH2:20]3)=[CH:17][CH:18]=2)[CH2:8][CH2:7]1)=[O:35])([CH3:32])([CH3:31])[CH3:30], predict the reactants needed to synthesize it. The reactants are: C(OC(C1[CH2:11][CH2:10][N:9]([CH2:12][C:13]2[CH:18]=[CH:17][C:16]([C@@H:19]3[O:28][C:23]4=[N:24][CH:25]=[CH:26][CH:27]=[C:22]4[O:21][CH2:20]3)=[CH:15][CH:14]=2)[CH2:8][CH2:7]1)=O)C.[C:29]([O:33][C:34]([N:36]1CCNCC1)=[O:35])([CH3:32])([CH3:31])[CH3:30].C(O[BH-](OC(=O)C)OC(=O)C)(=O)C.[Na+]. (4) Given the product [N:9]1([C:7]2[CH:6]=[CH:5][N:4]=[C:3]([NH:18][C:19]3[CH:24]=[CH:23][CH:22]=[CH:21][CH:20]=3)[N:8]=2)[C:17]2[C:12](=[CH:13][CH:14]=[CH:15][CH:16]=2)[CH2:11][CH2:10]1, predict the reactants needed to synthesize it. The reactants are: Cl.Cl[C:3]1[N:8]=[C:7]([N:9]2[C:17]3[C:12](=[CH:13][CH:14]=[CH:15][CH:16]=3)[CH2:11][CH2:10]2)[CH:6]=[CH:5][N:4]=1.[NH2:18][C:19]1[CH:24]=[CH:23][CH:22]=[CH:21][CH:20]=1.CCN(C(C)C)C(C)C.